This data is from Full USPTO retrosynthesis dataset with 1.9M reactions from patents (1976-2016). The task is: Predict the reactants needed to synthesize the given product. (1) Given the product [CH:14]1([CH2:13][N:9]2[C:5]3[N:6]=[CH:7][N:8]=[C:3]([NH2:1])[C:4]=3[C:11]([I:12])=[CH:10]2)[CH2:16][CH2:15]1, predict the reactants needed to synthesize it. The reactants are: [NH3:1].Cl[C:3]1[C:4]2[C:11]([I:12])=[CH:10][N:9]([CH2:13][CH:14]3[CH2:16][CH2:15]3)[C:5]=2[N:6]=[CH:7][N:8]=1.C(=O)=O.CC(C)=O. (2) Given the product [CH3:34][CH:32]1[O:33][CH:28]([CH3:27])[CH2:29][N:30]([C:2]2[CH:3]=[CH:4][C:5]([C:8]3[O:9][C:10]([C:13]4[C:14]([C:19]5[CH:24]=[CH:23][CH:22]=[CH:21][CH:20]=5)=[N:15][O:16][C:17]=4[CH3:18])=[N:11][N:12]=3)=[CH:6][CH:7]=2)[CH2:31]1, predict the reactants needed to synthesize it. The reactants are: F[C:2]1[CH:7]=[CH:6][C:5]([C:8]2[O:9][C:10]([C:13]3[C:14]([C:19]4[CH:24]=[CH:23][CH:22]=[CH:21][CH:20]=4)=[N:15][O:16][C:17]=3[CH3:18])=[N:11][N:12]=2)=[C:4](OC)[CH:3]=1.[CH3:27][CH:28]1[O:33][CH:32]([CH3:34])[CH2:31][NH:30][CH2:29]1. (3) Given the product [Cl:18][C:12]1[CH:13]=[CH:14][CH:15]=[C:16]([F:17])[C:11]=1[C:3]1[NH:2][C:10]2[C:5]([CH:4]=1)=[CH:6][C:7]([C:23]1[CH:24]=[N:25][C:20]([Cl:19])=[CH:21][C:22]=1[CH3:29])=[CH:8][CH:9]=2, predict the reactants needed to synthesize it. The reactants are: Br[N:2]1[C:10]2[C:5](=[CH:6][CH:7]=[CH:8][CH:9]=2)[CH:4]=[C:3]1[C:11]1[C:16]([F:17])=[CH:15][CH:14]=[CH:13][C:12]=1[Cl:18].[Cl:19][C:20]1[N:25]=[CH:24][C:23](B(O)O)=[C:22]([CH3:29])[CH:21]=1.O1CCOCC1.C(=O)([O-])[O-].[K+].[K+]. (4) Given the product [CH2:16]([N:22]1[C:23](=[O:28])[CH:24]2[CH:25]([N:5]=[N:4][C:3]2([CH:2]([CH3:15])[CH3:1])[C:6]2[CH:11]=[CH:10][CH:9]=[C:8]([N+:12]([O-:14])=[O:13])[CH:7]=2)[C:26]1=[O:27])[CH2:17][CH2:18][CH2:19][CH2:20][CH3:21], predict the reactants needed to synthesize it. The reactants are: [CH3:1][CH:2]([CH3:15])[C:3]([C:6]1[CH:11]=[CH:10][CH:9]=[C:8]([N+:12]([O-:14])=[O:13])[CH:7]=1)=[N:4][NH2:5].[CH2:16]([N:22]1[C:26](=[O:27])[CH:25]=[CH:24][C:23]1=[O:28])[CH2:17][CH2:18][CH2:19][CH2:20][CH3:21]. (5) The reactants are: [CH3:1][S:2]([C:5]1[CH:6]=[C:7]2[C:11](=[CH:12][CH:13]=1)[N:10]([C:14]1[N:19]=[CH:18][C:17]([CH2:20][O:21][CH:22]3[CH2:27][CH2:26][N:25]([C:28]#[N:29])[CH2:24][CH2:23]3)=[CH:16][CH:15]=1)[CH:9]=[CH:8]2)(=[O:4])=[O:3].[OH:30][NH:31][C:32](=N)[CH:33]([CH3:35])[CH3:34]. Given the product [CH:33]([C:32]1[N:29]=[C:28]([N:25]2[CH2:24][CH2:23][CH:22]([O:21][CH2:20][C:17]3[CH:18]=[N:19][C:14]([N:10]4[C:11]5[C:7](=[CH:6][C:5]([S:2]([CH3:1])(=[O:3])=[O:4])=[CH:13][CH:12]=5)[CH:8]=[CH:9]4)=[CH:15][CH:16]=3)[CH2:27][CH2:26]2)[O:30][N:31]=1)([CH3:35])[CH3:34], predict the reactants needed to synthesize it. (6) Given the product [Cl:18][C:16]1[N:15]=[C:14]2[N:19]([CH3:22])[N:20]=[CH:21][C:13]2=[C:12]([N:8]2[CH2:9][CH2:10][N:5]([S:2]([CH3:1])(=[O:4])=[O:3])[CH2:6][CH2:7]2)[N:17]=1, predict the reactants needed to synthesize it. The reactants are: [CH3:1][S:2]([N:5]1[CH2:10][CH2:9][NH:8][CH2:7][CH2:6]1)(=[O:4])=[O:3].Cl[C:12]1[N:17]=[C:16]([Cl:18])[N:15]=[C:14]2[N:19]([CH3:22])[N:20]=[CH:21][C:13]=12. (7) Given the product [C:1]([O:5][C:6]([NH:8][C@@H:9]([CH2:42][C:43]1[CH:48]=[CH:47][CH:46]=[CH:45][CH:44]=1)[CH2:10][C@@H:11]1[O:15][C:14]([CH3:16])([CH3:17])[N:13]([C:18]([O:20][CH2:21][C:22]2[CH:23]=[CH:24][CH:25]=[CH:26][CH:27]=2)=[O:19])[C@H:12]1[CH2:28][C:29]1[CH:30]=[CH:31][C:32]([C:54]2[CH:55]=[CH:56][CH:57]=[C:52]([CH3:51])[N:53]=2)=[CH:33][CH:34]=1)=[O:7])([CH3:2])([CH3:3])[CH3:4], predict the reactants needed to synthesize it. The reactants are: [C:1]([O:5][C:6]([NH:8][C@@H:9]([CH2:42][C:43]1[CH:48]=[CH:47][CH:46]=[CH:45][CH:44]=1)[CH2:10][C@@H:11]1[O:15][C:14]([CH3:17])([CH3:16])[N:13]([C:18]([O:20][CH2:21][C:22]2[CH:27]=[CH:26][CH:25]=[CH:24][CH:23]=2)=[O:19])[C@H:12]1[CH2:28][C:29]1[CH:34]=[CH:33][C:32](OC(=O)C(F)(F)F)=[CH:31][CH:30]=1)=[O:7])([CH3:4])([CH3:3])[CH3:2].[Li+].[Cl-].[CH3:51][C:52]1[CH:57]=[CH:56][CH:55]=[C:54]([Sn](CCCC)(CCCC)CCCC)[N:53]=1. (8) Given the product [N:20]1[CH:21]=[CH:22][CH:23]=[C:18]([CH:15]2[CH2:16][CH2:17][C:10]3([CH2:9][NH:8][CH2:12][CH2:11]3)[CH2:13][CH2:14]2)[CH:19]=1, predict the reactants needed to synthesize it. The reactants are: C([N:8]1[CH2:12][CH2:11][C:10]2([CH2:17][CH2:16][C:15]([C:18]3[CH:19]=[N:20][CH:21]=[CH:22][CH:23]=3)=[CH:14][CH2:13]2)[CH2:9]1)C1C=CC=CC=1.